Dataset: Catalyst prediction with 721,799 reactions and 888 catalyst types from USPTO. Task: Predict which catalyst facilitates the given reaction. Reactant: [CH2:1]([SH:8])[C:2]1[CH:7]=[CH:6][CH:5]=[CH:4][CH:3]=1.C([O-])([O-])=O.[K+].[K+].Br[CH2:16][CH2:17][CH2:18][C:19]1[NH:20][C:21](=[O:24])[NH:22][N:23]=1.O. Product: [CH2:1]([S:8][CH2:16][CH2:17][CH2:18][C:19]1[NH:20][C:21](=[O:24])[NH:22][N:23]=1)[C:2]1[CH:7]=[CH:6][CH:5]=[CH:4][CH:3]=1. The catalyst class is: 3.